From a dataset of Full USPTO retrosynthesis dataset with 1.9M reactions from patents (1976-2016). Predict the reactants needed to synthesize the given product. (1) Given the product [CH:2]([CH:3]1[CH2:8][CH2:7][CH2:6][CH:5]([NH:9][C:10](=[O:16])[O:11][C:12]([CH3:14])([CH3:13])[CH3:15])[CH2:4]1)=[O:1], predict the reactants needed to synthesize it. The reactants are: [OH:1][CH2:2][CH:3]1[CH2:8][CH2:7][CH2:6][CH:5]([NH:9][C:10](=[O:16])[O:11][C:12]([CH3:15])([CH3:14])[CH3:13])[CH2:4]1.C(N(CC)CC)C.C1C=CN=CC=1.O=S(=O)=O. (2) Given the product [Cl:3][C:4]1[N:8]([CH2:14][O:15][CH2:16][CH2:17][Si:18]([CH3:21])([CH3:20])[CH3:19])[C:7]2[CH:9]=[CH:10][CH:11]=[CH:12][C:6]=2[N:5]=1, predict the reactants needed to synthesize it. The reactants are: [H-].[Na+].[Cl:3][C:4]1[NH:8][C:7]2[CH:9]=[CH:10][CH:11]=[CH:12][C:6]=2[N:5]=1.Cl[CH2:14][O:15][CH2:16][CH2:17][Si:18]([CH3:21])([CH3:20])[CH3:19].